From a dataset of Full USPTO retrosynthesis dataset with 1.9M reactions from patents (1976-2016). Predict the reactants needed to synthesize the given product. (1) Given the product [Br:27][C:28]1[CH:34]=[CH:33][C:31]([NH:32][C:14](=[O:16])[C:13]([N:10]2[CH2:9][CH2:8][CH:7]([CH2:6][C:5]3[CH:4]=[CH:3][C:2]([F:1])=[CH:19][CH:18]=3)[CH2:12][CH2:11]2)=[O:17])=[CH:30][CH:29]=1, predict the reactants needed to synthesize it. The reactants are: [F:1][C:2]1[CH:19]=[CH:18][C:5]([CH2:6][CH:7]2[CH2:12][CH2:11][N:10]([C:13](=[O:17])[C:14]([OH:16])=O)[CH2:9][CH2:8]2)=[CH:4][CH:3]=1.C(N(CC)CC)C.[Br:27][C:28]1[CH:34]=[CH:33][C:31]([NH2:32])=[CH:30][CH:29]=1.CN(C(ON1N=NC2C=CC=CC1=2)=[N+](C)C)C.F[P-](F)(F)(F)(F)F. (2) Given the product [Br:1][C:2]1[CH:10]=[CH:9][C:5]([C:6]([Cl:20])=[O:7])=[C:4]([O:11][CH3:12])[CH:3]=1, predict the reactants needed to synthesize it. The reactants are: [Br:1][C:2]1[CH:10]=[CH:9][C:5]([C:6](O)=[O:7])=[C:4]([O:11][CH3:12])[CH:3]=1.CN(C=O)C.S(Cl)([Cl:20])=O.